This data is from Forward reaction prediction with 1.9M reactions from USPTO patents (1976-2016). The task is: Predict the product of the given reaction. Given the reactants FC(F)(F)C(O)=O.[C:8]([C:11]1[CH:13]=[CH:12][CH:14]=[C:13]([C:8]([CH3:11])=[CH2:9])[CH:12]=1)([CH3:14])=[CH2:9].[CH3:20][C:21]([C:23]1[CH:28]=[CH:27][CH:26]=[CH:25][CH:24]=1)=[CH2:22].S(=O)(=O)(O)O.[OH-].[Na+], predict the reaction product. The product is: [C:23]1([CH:21]2[C:20]3[C:13](=[CH:12][CH:11]=[CH:8][CH:9]=3)[CH2:14][CH2:22]2)[CH:28]=[CH:27][CH:26]=[CH:25][CH:24]=1.